From a dataset of Catalyst prediction with 721,799 reactions and 888 catalyst types from USPTO. Predict which catalyst facilitates the given reaction. Reactant: [C:1]1([O:7][CH3:8])[CH:6]=[CH:5][CH:4]=[CH:3][CH:2]=1.[C:9](Cl)(=[O:13])/[CH:10]=[CH:11]/[CH3:12].[Cl-].[Al+3].[Cl-].[Cl-]. Product: [CH3:8][O:7][C:1]1[CH:6]=[CH:5][C:4]([C:9](=[O:13])/[CH:10]=[CH:11]/[CH3:12])=[CH:3][CH:2]=1. The catalyst class is: 4.